Regression. Given two drug SMILES strings and cell line genomic features, predict the synergy score measuring deviation from expected non-interaction effect. From a dataset of NCI-60 drug combinations with 297,098 pairs across 59 cell lines. (1) Drug 1: C1=CC(=CC=C1CCCC(=O)O)N(CCCl)CCCl. Drug 2: N.N.Cl[Pt+2]Cl. Cell line: NCIH23. Synergy scores: CSS=39.4, Synergy_ZIP=-2.41, Synergy_Bliss=-4.59, Synergy_Loewe=-6.34, Synergy_HSA=-4.76. (2) Drug 1: CC(C1=C(C=CC(=C1Cl)F)Cl)OC2=C(N=CC(=C2)C3=CN(N=C3)C4CCNCC4)N. Drug 2: C1=NC2=C(N1)C(=S)N=C(N2)N. Cell line: TK-10. Synergy scores: CSS=24.9, Synergy_ZIP=-9.27, Synergy_Bliss=1.14, Synergy_Loewe=-0.981, Synergy_HSA=1.17.